Dataset: Forward reaction prediction with 1.9M reactions from USPTO patents (1976-2016). Task: Predict the product of the given reaction. (1) Given the reactants [Br:1][C:2]1[CH:3]=[C:4]([C:8]2([C:14]3[CH:19]=[CH:18][C:17]([O:20][CH:21]([F:23])[F:22])=[C:16]([CH3:24])[CH:15]=3)[CH2:12][O:11][C:10]([NH2:13])=[N:9]2)[CH:5]=[CH:6][CH:7]=1, predict the reaction product. The product is: [Br:1][C:2]1[CH:3]=[C:4]([C@@:8]2([C:14]3[CH:19]=[CH:18][C:17]([O:20][CH:21]([F:22])[F:23])=[C:16]([CH3:24])[CH:15]=3)[CH2:12][O:11][C:10]([NH2:13])=[N:9]2)[CH:5]=[CH:6][CH:7]=1. (2) Given the reactants [CH3:1][C:2]1[CH:10]=[CH:9][CH:8]=[CH:7][C:3]=1[C:4]([OH:6])=O.[N:11]1([CH:17]([C:20]2[CH:25]=[CH:24][CH:23]=[CH:22][N:21]=2)[CH2:18][NH2:19])[CH2:16][CH2:15][O:14][CH2:13][CH2:12]1, predict the reaction product. The product is: [CH3:1][C:2]1[CH:10]=[CH:9][CH:8]=[CH:7][C:3]=1[C:4]([NH:19][CH2:18][CH:17]([N:11]1[CH2:12][CH2:13][O:14][CH2:15][CH2:16]1)[C:20]1[CH:25]=[CH:24][CH:23]=[CH:22][N:21]=1)=[O:6]. (3) Given the reactants [CH2:1]([N:8]1[C:13](=[O:14])[C:12](Br)=[C:11]([C:16]2[CH:21]=[CH:20][C:19]([S:22][CH3:23])=[CH:18][CH:17]=2)[CH:10]=[N:9]1)[C:2]1[CH:7]=[CH:6][CH:5]=[CH:4][CH:3]=1.[F:24][C:25]1[CH:30]=[CH:29][C:28](B(O)O)=[CH:27][CH:26]=1.C(=O)([O-])[O-].[Na+].[Na+].B(O)O, predict the reaction product. The product is: [CH2:1]([N:8]1[C:13](=[O:14])[C:12]([C:28]2[CH:29]=[CH:30][C:25]([F:24])=[CH:26][CH:27]=2)=[C:11]([C:16]2[CH:21]=[CH:20][C:19]([S:22][CH3:23])=[CH:18][CH:17]=2)[CH:10]=[N:9]1)[C:2]1[CH:7]=[CH:6][CH:5]=[CH:4][CH:3]=1. (4) Given the reactants [CH2:1]([C:8]1[N:13]=[N:12][C:11]([N:14]2[CH2:19][CH2:18][N:17]([C:20]3[CH:25]=[N:24]C(C(C)=C)=[CH:22][N:21]=3)[C@H:16]([CH3:29])[CH2:15]2)=[C:10]([CH3:30])[C:9]=1[CH3:31])[C:2]1[CH:7]=[CH:6][CH:5]=[CH:4][CH:3]=1.[C:32]([OH:36])([CH3:35])([CH3:34])[CH3:33].O.C[N+]1([O-])CC[O:42]CC1, predict the reaction product. The product is: [CH2:1]([C:8]1[N:13]=[N:12][C:11]([N:14]2[CH2:19][CH2:18][N:17]([C:20]3[CH:25]=[N:24][C:33]([C:32]([OH:36])([CH3:35])[CH2:34][OH:42])=[CH:22][N:21]=3)[C@H:16]([CH3:29])[CH2:15]2)=[C:10]([CH3:30])[C:9]=1[CH3:31])[C:2]1[CH:7]=[CH:6][CH:5]=[CH:4][CH:3]=1. (5) Given the reactants [Br:1][C:2]1[CH:3]=[C:4]([C:8]([OH:10])=[O:9])[S:5][C:6]=1[CH3:7].OS(O)(=O)=O.[C:16]([O-])(O)=O.[Na+], predict the reaction product. The product is: [Br:1][C:2]1[CH:3]=[C:4]([C:8]([O:10][CH3:16])=[O:9])[S:5][C:6]=1[CH3:7]. (6) Given the reactants [Si]([O:8][N:9]=[C:10]1[C:18]2[C:13](=[CH:14][C:15]([NH:19][C:20]3[C:28]4[C:23](=[CH:24][N:25]=[CH:26][CH:27]=4)[O:22][C:21]=3[C:29]([CH:31]3[CH2:36][CH2:35][O:34][CH2:33][CH2:32]3)=[O:30])=[CH:16][CH:17]=2)[CH2:12][CH2:11]1)(C(C)(C)C)(C)C.C(O)(C(F)(F)F)=O, predict the reaction product. The product is: [OH:8][N:9]=[C:10]1[C:18]2[C:13](=[CH:14][C:15]([NH:19][C:20]3[C:28]4[C:23](=[CH:24][N:25]=[CH:26][CH:27]=4)[O:22][C:21]=3[C:29]([CH:31]3[CH2:32][CH2:33][O:34][CH2:35][CH2:36]3)=[O:30])=[CH:16][CH:17]=2)[CH2:12][CH2:11]1.